This data is from Peptide-MHC class I binding affinity with 185,985 pairs from IEDB/IMGT. The task is: Regression. Given a peptide amino acid sequence and an MHC pseudo amino acid sequence, predict their binding affinity value. This is MHC class I binding data. The peptide sequence is DLAQDPMLI. The MHC is HLA-A02:19 with pseudo-sequence HLA-A02:19. The binding affinity (normalized) is 0.0847.